From a dataset of Forward reaction prediction with 1.9M reactions from USPTO patents (1976-2016). Predict the product of the given reaction. (1) Given the reactants [N+:1]([C:4]1[NH:5][CH:6]=[CH:7][N:8]=1)([O-:3])=[O:2].[CH3:9][O:10][C:11](=[O:35])[C@H:12]([CH2:33]O)[NH:13][C:14]([C:27]1[CH:32]=[CH:31][CH:30]=[CH:29][CH:28]=1)([C:21]1[CH:26]=[CH:25][CH:24]=[CH:23][CH:22]=1)[C:15]1[CH:20]=[CH:19][CH:18]=[CH:17][CH:16]=1.C1(P(C2C=CC=CC=2)C2C=CC=CC=2)C=CC=CC=1, predict the reaction product. The product is: [N+:1]([C:4]1[N:5]([CH2:33][C@@H:12]([C:11]([O:10][CH3:9])=[O:35])[NH:13][C:14]([C:15]2[CH:20]=[CH:19][CH:18]=[CH:17][CH:16]=2)([C:27]2[CH:28]=[CH:29][CH:30]=[CH:31][CH:32]=2)[C:21]2[CH:22]=[CH:23][CH:24]=[CH:25][CH:26]=2)[CH:6]=[CH:7][N:8]=1)([O-:3])=[O:2]. (2) Given the reactants [NH2:1][CH:2]([C:6]1[CH:11]=[CH:10][C:9]([Cl:12])=[CH:8][CH:7]=1)[C:3]([NH2:5])=[O:4].O=[C:14]1[CH2:19][CH2:18][N:17]([C:20]([O:22][C:23]([CH3:26])([CH3:25])[CH3:24])=[O:21])[CH2:16][CH2:15]1, predict the reaction product. The product is: [Cl:12][C:9]1[CH:10]=[CH:11][C:6]([CH:2]2[C:3](=[O:4])[NH:5][C:14]3([CH2:19][CH2:18][N:17]([C:20]([O:22][C:23]([CH3:26])([CH3:25])[CH3:24])=[O:21])[CH2:16][CH2:15]3)[NH:1]2)=[CH:7][CH:8]=1.